From a dataset of Cav3 T-type calcium channel HTS with 100,875 compounds. Binary Classification. Given a drug SMILES string, predict its activity (active/inactive) in a high-throughput screening assay against a specified biological target. (1) The drug is Clc1cc(N2CCN(CC2)C(=O)CCC(O)=O)c(cc1)C. The result is 0 (inactive). (2) The drug is S\1C2(SC(=NN2c2ccccc2)C(OC)=O)N(C(=O)C1=C/c1ccccc1)c1ccccc1. The result is 0 (inactive). (3) The compound is O1CCN(CC1)C(=O)c1c(n(nc1)c1ccccc1)NC(=O)Cc1ccccc1. The result is 0 (inactive). (4) The molecule is O=C(N1CCN(CC1)c1c(NC(=O)COc2c(c(ccc2)C)C)cccc1)C(C)C. The result is 1 (active). (5) The drug is S1(=O)(=O)N(C(=O)c2c1cccc2)CC(=O)Nc1scc(n1)CC(OCC)=O. The result is 0 (inactive). (6) The molecule is s1c(NC(=O)C2CCCN(C2)c2nc(cc(n2)C)C)nnc1C(C)C. The result is 0 (inactive). (7) The drug is Clc1ccc(NC(=O)C2CCN(CC2)C(=O)NC2CCCCC2)cc1. The result is 0 (inactive).